This data is from Reaction yield outcomes from USPTO patents with 853,638 reactions. The task is: Predict the reaction yield, written as a fraction of the theoretical maximum amount of product (1.0 means a 100% yield; for example, 0.34 means a 34% yield). (1) The reactants are [CH3:1][CH:2]1[CH2:8][C:7](=S)[NH:6][C:5]2[CH:10]=[CH:11][CH:12]=[CH:13][C:4]=2[NH:3]1.[C:14]([NH:17][NH2:18])(=O)[CH3:15]. The catalyst is CCCCO. The product is [CH3:15][C:14]1[N:6]2[C:5]3[CH:10]=[CH:11][CH:12]=[CH:13][C:4]=3[NH:3][CH:2]([CH3:1])[CH2:8][C:7]2=[N:18][N:17]=1. The yield is 0.450. (2) The reactants are [F:1][C:2]1[CH:3]=[C:4]([N:9]2[CH:13]=[C:12]([C:14](OC)=[O:15])[C:11]([CH3:18])=[N:10]2)[CH:5]=[C:6]([F:8])[CH:7]=1.[H-].[Al+3].[Li+].[H-].[H-].[H-]. The yield is 0.510. The catalyst is O1CCCC1.C1(C)C=CC=CC=1.[O-2].[O-2].[Mn+4]. The product is [F:8][C:6]1[CH:5]=[C:4]([N:9]2[CH:13]=[C:12]([CH:14]=[O:15])[C:11]([CH3:18])=[N:10]2)[CH:3]=[C:2]([F:1])[CH:7]=1. (3) The reactants are [O:1]1[C:5]2[CH:6]=[CH:7][C:8]([CH2:10][C:11]#N)=[CH:9][C:4]=2[O:3][CH2:2]1.Br[CH2:14][CH2:15]Cl.[OH-:17].[Na+].[OH2:19]. The catalyst is [Cl-].C([N+](CC)(CC)CC)C1C=CC=CC=1. The product is [O:1]1[C:5]2[CH:6]=[CH:7][C:8]([C:10]3([C:11]([OH:19])=[O:17])[CH2:15][CH2:14]3)=[CH:9][C:4]=2[O:3][CH2:2]1. The yield is 0.801. (4) The reactants are [Cl:1][C:2]1[CH:7]=[CH:6][C:5](F)=[C:4]([N+:9]([O-:11])=[O:10])[CH:3]=1.[NH2:12][C:13]1[CH:14]=[CH:15][C:16]([C:19]#[N:20])=[N:17][CH:18]=1.CC([O-])(C)C.[K+]. The catalyst is CN(C)C=O. The product is [Cl:1][C:2]1[CH:7]=[CH:6][C:5]([NH:12][C:13]2[CH:14]=[CH:15][C:16]([C:19]#[N:20])=[N:17][CH:18]=2)=[C:4]([N+:9]([O-:11])=[O:10])[CH:3]=1. The yield is 0.507. (5) The reactants are [OH:1][C:2]1[CH:3]=[C:4]2[C:9](=[CH:10][CH:11]=1)[C:8]([C:12]([O:14][CH2:15][CH3:16])=[O:13])=[CH:7][CH:6]=[CH:5]2.N1C=CC=CC=1.[S:23](O[S:23]([C:26]([F:29])([F:28])[F:27])(=[O:25])=[O:24])([C:26]([F:29])([F:28])[F:27])(=[O:25])=[O:24]. The catalyst is C(Cl)Cl. The yield is 0.810. The product is [F:27][C:26]([F:29])([F:28])[S:23]([O:1][C:2]1[CH:3]=[C:4]2[C:9](=[CH:10][CH:11]=1)[C:8]([C:12]([O:14][CH2:15][CH3:16])=[O:13])=[CH:7][CH:6]=[CH:5]2)(=[O:25])=[O:24].